Dataset: Reaction yield outcomes from USPTO patents with 853,638 reactions. Task: Predict the reaction yield, written as a fraction of the theoretical maximum amount of product (1.0 means a 100% yield; for example, 0.34 means a 34% yield). (1) The reactants are Br[C:2]1[CH:7]=[C:6]([CH3:8])[N+:5]([O-:9])=[N:4][CH:3]=1.CC1(C)C(C)(C)OB([C:18]2[S:22][C:21]([C:23]([O:25][CH3:26])=[O:24])=[CH:20][CH:19]=2)O1.C([O-])([O-])=O.[Cs+].[Cs+].N#N. The catalyst is O1CCOCC1.O.CCOC(C)=O.C1C=CC(P(C2C=CC=CC=2)[C-]2C=CC=C2)=CC=1.C1C=CC(P(C2C=CC=CC=2)[C-]2C=CC=C2)=CC=1.Cl[Pd]Cl.[Fe+2].CC(C)=O.C(Cl)Cl. The product is [CH3:26][O:25][C:23]([C:21]1[S:22][C:18]([C:2]2[CH:7]=[C:6]([CH3:8])[N+:5]([O-:9])=[N:4][CH:3]=2)=[CH:19][CH:20]=1)=[O:24]. The yield is 0.420. (2) The catalyst is C(OCC)(=O)C.[Pd].C1COCC1.CO.O. The yield is 0.580. The product is [CH2:25]([N:5]([CH2:1][CH:2]([CH3:3])[CH3:4])[C:6]1[CH:11]=[CH:10][C:9]([C:12]2([CH2:16][C:17]([OH:19])=[O:18])[CH2:15][O:14][CH2:13]2)=[CH:8][C:7]=1[NH:22][C:37]([NH:36][C:39]1[CH:44]=[CH:43][C:42]([CH3:45])=[CH:41][CH:40]=1)=[O:38])[CH:26]([CH3:28])[CH3:27]. The reactants are [CH2:1]([N:5]([CH2:25][CH:26]([CH3:28])[CH3:27])[C:6]1[CH:11]=[CH:10][C:9]([C:12]2([CH2:16][C:17]([O:19]CC)=[O:18])[CH2:15][O:14][CH2:13]2)=[CH:8][C:7]=1[N+:22]([O-])=O)[CH:2]([CH3:4])[CH3:3].NC1C=CC=CC=1.[N:36]([C:39]1[CH:44]=[CH:43][C:42]([CH3:45])=[CH:41][CH:40]=1)=[C:37]=[O:38].[OH-].[Na+]. (3) The reactants are Br[C:2]1[C:3]([O:21][CH2:22][CH3:23])=[C:4]([CH:11]([NH:13][C:14](=[O:20])[O:15][C:16]([CH3:19])([CH3:18])[CH3:17])[CH3:12])[CH:5]=[C:6]([Cl:10])[C:7]=1[C:8]#[N:9].[CH3:24][S:25]([C:28]1[CH:29]=[N:30][CH:31]=[C:32](B2OC(C)(C)C(C)(C)O2)[CH:33]=1)(=[O:27])=[O:26].C(=O)([O-])[O-].[K+].[K+]. The catalyst is O1CCOCC1.O.C1C=CC([P]([Pd]([P](C2C=CC=CC=2)(C2C=CC=CC=2)C2C=CC=CC=2)([P](C2C=CC=CC=2)(C2C=CC=CC=2)C2C=CC=CC=2)[P](C2C=CC=CC=2)(C2C=CC=CC=2)C2C=CC=CC=2)(C2C=CC=CC=2)C2C=CC=CC=2)=CC=1. The product is [Cl:10][C:6]1[C:7]([C:8]#[N:9])=[C:2]([C:32]2[CH:31]=[N:30][CH:29]=[C:28]([S:25]([CH3:24])(=[O:27])=[O:26])[CH:33]=2)[C:3]([O:21][CH2:22][CH3:23])=[C:4]([CH:11]([NH:13][C:14](=[O:20])[O:15][C:16]([CH3:19])([CH3:18])[CH3:17])[CH3:12])[CH:5]=1. The yield is 0.600. (4) The reactants are [OH:1][C:2]1[CH:7]=[CH:6][C:5]([CH2:8][CH2:9][CH2:10][CH2:11][C:12](OCC)=[O:13])=[CH:4][C:3]=1[O:17][CH3:18].CC(C[AlH]CC(C)C)C.CO.Cl. The catalyst is C1(C)C=CC=CC=1. The product is [OH:1][C:2]1[CH:7]=[CH:6][C:5]([CH2:8][CH2:9][CH2:10][CH2:11][CH:12]=[O:13])=[CH:4][C:3]=1[O:17][CH3:18]. The yield is 0.480.